From a dataset of Retrosynthesis with 50K atom-mapped reactions and 10 reaction types from USPTO. Predict the reactants needed to synthesize the given product. (1) Given the product COC(=O)c1ccc([C@H](C)NC(=O)c2cc(Cl)ccc2OCC(C)C)cc1, predict the reactants needed to synthesize it. The reactants are: CC(C)CO.COC(=O)c1ccc([C@H](C)NC(=O)c2cc(Cl)ccc2O)cc1. (2) Given the product CN(C(=O)OCC(Cl)(Cl)Cl)c1cccc(C(=O)Nc2c(I)cc(C(F)(C(F)(F)F)C(F)(F)C(F)(F)F)cc2C(F)(F)F)c1F, predict the reactants needed to synthesize it. The reactants are: CNc1cccc(C(=O)Nc2c(I)cc(C(F)(C(F)(F)F)C(F)(F)C(F)(F)F)cc2C(F)(F)F)c1F.O=C(Cl)OCC(Cl)(Cl)Cl.